From a dataset of Full USPTO retrosynthesis dataset with 1.9M reactions from patents (1976-2016). Predict the reactants needed to synthesize the given product. (1) Given the product [CH3:1][C:2]1[CH:3]=[C:4]([NH:13][C:14]2[N:19]=[C:18]([C:20]([F:21])([F:23])[F:22])[CH:17]=[CH:16][N:15]=2)[CH:5]=[C:6]([C:8]2[CH:9]=[N:10][N:11]([CH2:27][C:26]([CH3:28])=[CH2:25])[CH:12]=2)[CH:7]=1, predict the reactants needed to synthesize it. The reactants are: [CH3:1][C:2]1[CH:3]=[C:4]([NH:13][C:14]2[N:19]=[C:18]([C:20]([F:23])([F:22])[F:21])[CH:17]=[CH:16][N:15]=2)[CH:5]=[C:6]([C:8]2[CH:9]=[N:10][NH:11][CH:12]=2)[CH:7]=1.Br[CH2:25][C:26]([CH3:28])=[CH2:27].C(=O)([O-])[O-].[Cs+].[Cs+].CC(N(C)C)=O. (2) Given the product [F:1][C:2]1[CH:10]=[C:9]([N+:11]([O-:13])=[O:12])[CH:8]=[CH:7][C:3]=1[C:4]([NH:14][CH:15]1[CH2:20][CH2:19][N:18]([CH3:21])[CH2:17][CH2:16]1)=[O:6], predict the reactants needed to synthesize it. The reactants are: [F:1][C:2]1[CH:10]=[C:9]([N+:11]([O-:13])=[O:12])[CH:8]=[CH:7][C:3]=1[C:4]([OH:6])=O.[NH2:14][CH:15]1[CH2:20][CH2:19][N:18]([CH3:21])[CH2:17][CH2:16]1.CN(C(ON1N=NC2C=CC=NC1=2)=[N+](C)C)C.F[P-](F)(F)(F)(F)F.CCN(C(C)C)C(C)C. (3) Given the product [Br:20][C:17]1[CH:18]=[CH:19][C:14]([C@@:5]([NH:7][S@:8]([C:10]([CH3:11])([CH3:13])[CH3:12])=[O:9])([CH3:6])[CH:4]([CH2:3][OH:2])[CH:22]([CH3:23])[CH3:24])=[CH:15][C:16]=1[Cl:21], predict the reactants needed to synthesize it. The reactants are: C[O:2][C:3](=O)[C@H:4]([CH:22]([CH3:24])[CH3:23])[C:5]([C:14]1[CH:19]=[CH:18][C:17]([Br:20])=[C:16]([Cl:21])[CH:15]=1)([NH:7][S@:8]([C:10]([CH3:13])([CH3:12])[CH3:11])=[O:9])[CH3:6].[H-].C([Al+]CC(C)C)C(C)C.C1(C)C=CC=CC=1.CO. (4) Given the product [N:34]1[CH:35]=[CH:36][N:37]=[CH:38][C:33]=1[NH:32][C:30]([N:24]1[C@@H:25]2[CH2:29][N:28]([CH2:27][CH2:26]2)[C:22]2[CH:21]=[CH:20][C:19]([C:17]3[N:1]=[N:2][NH:3][N:18]=3)=[N:39][C:23]1=2)=[O:31], predict the reactants needed to synthesize it. The reactants are: [N:1]([Sn](CCCC)(CCCC)CCCC)=[N+:2]=[N-:3].[C:17]([C:19]1[CH:20]=[CH:21][C:22]2[N:28]3[CH2:29][C@H:25]([CH2:26][CH2:27]3)[N:24]([C:30]([NH:32][C:33]3[CH:38]=[N:37][CH:36]=[CH:35][N:34]=3)=[O:31])[C:23]=2[N:39]=1)#[N:18]. (5) Given the product [NH2:2][C:3]1[N:8]=[CH:7][N:6]=[C:5]2[N:9]([CH:20]([C:22]3[O:23][C:24](=[O:42])[C:25]4[C:30]([C:31]=3[C:32]3[CH:37]=[CH:36][CH:35]=[C:34]([CH2:38][N:39]([CH3:41])[CH3:40])[CH:33]=3)=[CH:29][CH:28]=[CH:27][CH:26]=4)[CH3:21])[N:10]=[C:11]([C:12]3[CH:17]=[C:16]([OH:18])[CH:15]=[C:14]([F:19])[CH:13]=3)[C:4]=12, predict the reactants needed to synthesize it. The reactants are: Cl.[NH2:2][C:3]1[N:8]=[CH:7][N:6]=[C:5]2[N:9]([CH:20]([C:22]3[O:23][C:24](=[O:42])[C:25]4[C:30]([C:31]=3[C:32]3[CH:37]=[CH:36][CH:35]=[C:34]([CH2:38][N:39]([CH3:41])[CH3:40])[CH:33]=3)=[CH:29][CH:28]=[CH:27][CH:26]=4)[CH3:21])[N:10]=[C:11]([C:12]3[CH:17]=[C:16]([OH:18])[CH:15]=[C:14]([F:19])[CH:13]=3)[C:4]=12.CCCCCC. (6) Given the product [CH:14]1([C:12]2[NH:11][N:10]=[C:9]([NH:8][C:6]3[CH:5]=[CH:4][N:3]=[C:2]([NH:26][C:22]4[CH:21]=[C:20]5[C:25](=[CH:24][CH:23]=4)[NH:17][N:18]=[CH:19]5)[N:7]=3)[CH:13]=2)[CH2:16][CH2:15]1, predict the reactants needed to synthesize it. The reactants are: Cl[C:2]1[N:7]=[C:6]([NH:8][C:9]2[CH:13]=[C:12]([CH:14]3[CH2:16][CH2:15]3)[NH:11][N:10]=2)[CH:5]=[CH:4][N:3]=1.[NH:17]1[C:25]2[C:20](=[CH:21][C:22]([NH2:26])=[CH:23][CH:24]=2)[CH:19]=[N:18]1.